Task: Regression. Given two drug SMILES strings and cell line genomic features, predict the synergy score measuring deviation from expected non-interaction effect.. Dataset: NCI-60 drug combinations with 297,098 pairs across 59 cell lines Drug 1: CC1=CC2C(CCC3(C2CCC3(C(=O)C)OC(=O)C)C)C4(C1=CC(=O)CC4)C. Drug 2: C1CN(P(=O)(OC1)NCCCl)CCCl. Cell line: NCI/ADR-RES. Synergy scores: CSS=-0.380, Synergy_ZIP=0.307, Synergy_Bliss=-0.397, Synergy_Loewe=-2.06, Synergy_HSA=-1.62.